Dataset: Forward reaction prediction with 1.9M reactions from USPTO patents (1976-2016). Task: Predict the product of the given reaction. (1) Given the reactants [CH3:1][C@@H:2]([CH2:7][C:8](OC)=O)[C:3](OC)=O.[NH2:12][C@H:13]([CH3:16])[CH2:14][OH:15], predict the reaction product. The product is: [CH3:1][C@H:2]1[CH2:7][CH2:8][N:12]([C@H:13]([CH3:16])[CH2:14][OH:15])[CH2:3]1. (2) Given the reactants Br[C:2]1[CH:10]=[CH:9][CH:8]=[C:7]2[C:3]=1[C:4](=[O:17])[C:5](=[O:16])[N:6]2[CH2:11][CH2:12][CH2:13][CH2:14][CH3:15].C(N1C2C(=CC=CC=2)C(=O)C1=O)CCCC.O1C2C=CC(O)=CC=2OC1.[Cl:44][C:45]1[CH:46]=[C:47]([OH:52])[CH:48]=[CH:49][C:50]=1[F:51], predict the reaction product. The product is: [Cl:44][C:45]1[C:50]([F:51])=[CH:49][C:48]([C:4]2([OH:17])[C:3]3[C:7](=[CH:8][CH:9]=[CH:10][CH:2]=3)[N:6]([CH2:11][CH2:12][CH2:13][CH2:14][CH3:15])[C:5]2=[O:16])=[C:47]([OH:52])[CH:46]=1.